Dataset: Forward reaction prediction with 1.9M reactions from USPTO patents (1976-2016). Task: Predict the product of the given reaction. (1) Given the reactants S(Cl)([Cl:3])=O.[CH3:5][C:6]1[S:10][C:9]2[C:11]([CH2:15]O)=[CH:12][CH:13]=[CH:14][C:8]=2[CH:7]=1, predict the reaction product. The product is: [Cl:3][CH2:15][C:11]1[C:9]2[S:10][C:6]([CH3:5])=[CH:7][C:8]=2[CH:14]=[CH:13][CH:12]=1. (2) Given the reactants C([O:8][CH2:9][CH2:10][N:11]1[CH2:15][CH2:14][N:13]([C:16]2[C:20]([N+:21]([O-])=O)=[CH:19][N:18]([CH3:24])[N:17]=2)[C:12]1=[O:25])C1C=CC=CC=1.[C:26](O[C:26]([O:28][C:29]([CH3:32])([CH3:31])[CH3:30])=[O:27])([O:28][C:29]([CH3:32])([CH3:31])[CH3:30])=[O:27], predict the reaction product. The product is: [OH:8][CH2:9][CH2:10][N:11]1[CH2:15][CH2:14][N:13]([C:16]2[C:20]([NH:21][C:26](=[O:27])[O:28][C:29]([CH3:32])([CH3:31])[CH3:30])=[CH:19][N:18]([CH3:24])[N:17]=2)[C:12]1=[O:25]. (3) Given the reactants [CH3:1][C:2]1[S:3][CH:4]=[C:5]([C:7]2[CH:13]=[CH:12][C:10]([NH2:11])=[CH:9][CH:8]=2)[N:6]=1.[Cl:14][C:15]1[CH:23]=[C:22]([Cl:24])[CH:21]=[CH:20][C:16]=1[C:17](O)=[O:18].C(N(C(C)C)CC)(C)C.CN(C(ON1N=NC2C=CC=NC1=2)=[N+](C)C)C.F[P-](F)(F)(F)(F)F, predict the reaction product. The product is: [Cl:14][C:15]1[CH:23]=[C:22]([Cl:24])[CH:21]=[CH:20][C:16]=1[C:17]([NH:11][C:10]1[CH:12]=[CH:13][C:7]([C:5]2[N:6]=[C:2]([CH3:1])[S:3][CH:4]=2)=[CH:8][CH:9]=1)=[O:18]. (4) Given the reactants [OH-].[Na+].[Cl:3][C:4]1[C:5]([F:35])=[C:6]([NH:10][C:11]2[C:20]3[C:15](=[CH:16][C:17]([O:33][CH3:34])=[C:18]([O:21][C@@H:22]4[CH2:27][CH2:26][N:25]([CH3:28])[C@H:24]([C:29]([O:31]C)=[O:30])[CH2:23]4)[CH:19]=3)[N:14]=[CH:13][N:12]=2)[CH:7]=[CH:8][CH:9]=1, predict the reaction product. The product is: [Cl:3][C:4]1[C:5]([F:35])=[C:6]([NH:10][C:11]2[C:20]3[C:15](=[CH:16][C:17]([O:33][CH3:34])=[C:18]([O:21][C@@H:22]4[CH2:27][CH2:26][N:25]([CH3:28])[C@H:24]([C:29]([OH:31])=[O:30])[CH2:23]4)[CH:19]=3)[N:14]=[CH:13][N:12]=2)[CH:7]=[CH:8][CH:9]=1.